This data is from Reaction yield outcomes from USPTO patents with 853,638 reactions. The task is: Predict the reaction yield, written as a fraction of the theoretical maximum amount of product (1.0 means a 100% yield; for example, 0.34 means a 34% yield). (1) The reactants are [CH:1]12[CH2:7][CH:4]([CH:5]=[CH:6]1)[C:3](=[O:8])[NH:2]2.N1C=CC=CC=1.[C:15](Cl)(=[O:18])[CH2:16][CH3:17].O. The catalyst is C(#N)C. The product is [C:15]([N:2]1[C:3](=[O:8])[CH:4]2[CH2:7][CH:1]1[CH:6]=[CH:5]2)(=[O:18])[CH2:16][CH3:17]. The yield is 0.816. (2) The reactants are [NH2:1][C:2]1[C:3]([C:7](Cl)=[N:8][OH:9])=[N:4][O:5][N:6]=1.[CH3:11][O:12][CH2:13][CH2:14][NH2:15].C(N(CC)CC)C. The catalyst is C(OCC)(=O)C. The product is [NH2:1][C:2]1[C:3]([C:7](=[N:8][OH:9])[NH:15][CH2:14][CH2:13][O:12][CH3:11])=[N:4][O:5][N:6]=1. The yield is 1.19. (3) The reactants are [Cl:1][C:2]1[CH:7]=[CH:6][C:5]([O:8][CH3:9])=[CH:4][C:3]=1[C:10]1[CH:20]=[C:19]([CH3:21])[C:13]2[N:14]=[C:15]([NH2:18])[N:16]=[N:17][C:12]=2[CH:11]=1.Br[C:23]1[CH:28]=[CH:27][C:26]([S:29][CH2:30][CH2:31][N:32]2[CH2:36][CH2:35][CH2:34][CH2:33]2)=[CH:25][CH:24]=1.C(=O)([O-])[O-].[Cs+].[Cs+].C1(P(C2C=CC=CC=2)C2C3OC4C(=CC=CC=4P(C4C=CC=CC=4)C4C=CC=CC=4)C(C)(C)C=3C=CC=2)C=CC=CC=1. The yield is 0.220. The catalyst is C1C=CC(/C=C/C(/C=C/C2C=CC=CC=2)=O)=CC=1.C1C=CC(/C=C/C(/C=C/C2C=CC=CC=2)=O)=CC=1.C1C=CC(/C=C/C(/C=C/C2C=CC=CC=2)=O)=CC=1.[Pd].[Pd]. The product is [Cl:1][C:2]1[CH:7]=[CH:6][C:5]([O:8][CH3:9])=[CH:4][C:3]=1[C:10]1[CH:20]=[C:19]([CH3:21])[C:13]2[N:14]=[C:15]([NH:18][C:23]3[CH:24]=[CH:25][C:26]([S:29][CH2:30][CH2:31][N:32]4[CH2:33][CH2:34][CH2:35][CH2:36]4)=[CH:27][CH:28]=3)[N:16]=[N:17][C:12]=2[CH:11]=1. (4) The reactants are [CH3:1][C:2]1([CH3:21])[O:7][C:6](=O)[NH:5][C:4]2[CH:9]=[CH:10][C:11]([C:13]3[CH:14]=[C:15]([CH:18]=[CH:19][CH:20]=3)[C:16]#[N:17])=[CH:12][C:3]1=2.COC1C=CC(P2(SP(C3C=CC(OC)=CC=3)(=S)S2)=[S:31])=CC=1.C(OCC)(=O)C. The catalyst is CC1C=CC=CC=1C. The product is [CH3:1][C:2]1([CH3:21])[O:7][C:6](=[S:31])[NH:5][C:4]2[CH:9]=[CH:10][C:11]([C:13]3[CH:14]=[C:15]([CH:18]=[CH:19][CH:20]=3)[C:16]#[N:17])=[CH:12][C:3]1=2. The yield is 0.200. (5) The reactants are [NH4+].[NH4+].[O-]S(OOS([O-])(=O)=O)(=O)=O.[C:13]([C:15]1[CH:16]=[N:17][CH:18]=[CH:19][CH:20]=1)#[N:14].[C:21](O)(=O)[C:22](C)=[O:23].S(=O)(=O)(O)O.[OH-].[Na+]. The catalyst is ClCCl.O.[N+]([O-])([O-])=O.[Ag+]. The product is [C:22]([C:18]1[CH:19]=[CH:20][C:15]([C:13]#[N:14])=[CH:16][N:17]=1)(=[O:23])[CH3:21]. The yield is 0.210.